Dataset: Peptide-MHC class I binding affinity with 185,985 pairs from IEDB/IMGT. Task: Regression. Given a peptide amino acid sequence and an MHC pseudo amino acid sequence, predict their binding affinity value. This is MHC class I binding data. (1) The peptide sequence is SAKQLRTRIR. The MHC is HLA-A31:01 with pseudo-sequence HLA-A31:01. The binding affinity (normalized) is 0.353. (2) The peptide sequence is VYIGDPAQL. The MHC is HLA-A23:01 with pseudo-sequence HLA-A23:01. The binding affinity (normalized) is 0.346. (3) The peptide sequence is LTIKSNILM. The MHC is H-2-Kb with pseudo-sequence H-2-Kb. The binding affinity (normalized) is 0.463. (4) The peptide sequence is ILVGYMSNL. The MHC is HLA-A02:06 with pseudo-sequence HLA-A02:06. The binding affinity (normalized) is 0.626. (5) The peptide sequence is HFIDERGESII. The MHC is HLA-A01:01 with pseudo-sequence HLA-A01:01. The binding affinity (normalized) is 0.